Dataset: Catalyst prediction with 721,799 reactions and 888 catalyst types from USPTO. Task: Predict which catalyst facilitates the given reaction. The catalyst class is: 8. Product: [OH:13][C:5]1[C:6]([C:7]#[N:8])=[CH:9][N:10]=[CH:11][CH:4]=1. Reactant: CN(C)C=[CH:4][C:5](=[O:13])[C:6](=[CH:9][N:10](C)[CH3:11])[C:7]#[N:8].C([O-])(=O)C.[NH4+].